From a dataset of Full USPTO retrosynthesis dataset with 1.9M reactions from patents (1976-2016). Predict the reactants needed to synthesize the given product. (1) Given the product [O:1]1[CH2:5][CH2:4][CH2:3][CH:2]1[C:6]([N:15]1[CH2:16][CH2:17][N:12]([C:18]([CH:20]2[CH2:25][CH2:24][CH:23]([CH2:26][N:27]3[C:36](=[O:37])[C:35]4[C:30](=[CH:31][CH:32]=[CH:33][CH:34]=4)[NH:29][C:28]3=[O:38])[CH2:22][CH2:21]2)=[O:19])[CH2:13][CH2:14]1)=[O:8], predict the reactants needed to synthesize it. The reactants are: [O:1]1[CH2:5][CH2:4][CH2:3][CH:2]1[C:6]([OH:8])=O.C(Cl)Cl.[N:12]1([C:18]([C@H:20]2[CH2:25][CH2:24][C@H:23]([CH2:26][N:27]3[C:36](=[O:37])[C:35]4[C:30](=[CH:31][CH:32]=[CH:33][CH:34]=4)[NH:29][C:28]3=[O:38])[CH2:22][CH2:21]2)=[O:19])[CH2:17][CH2:16][NH:15][CH2:14][CH2:13]1. (2) Given the product [Cl:1][C:2]1[C:3]([NH:16][C:17]2[N:22]=[C:21]([NH:23][CH:33]3[CH2:35][CH2:34]3)[C:20]3=[N:36][CH:37]=[C:38]([C:39]#[N:40])[N:19]3[N:18]=2)=[CH:4][C:5]([C:14]#[N:15])=[CH:6][C:7]=1[CH:8]1[CH2:13][CH2:12][N:11]([C:42]([CH3:47])([CH3:46])[C:43]([NH2:45])=[O:44])[CH2:10][CH2:9]1, predict the reactants needed to synthesize it. The reactants are: [Cl:1][C:2]1[C:7]([CH:8]2[CH2:13][CH2:12][NH:11][CH2:10][CH2:9]2)=[CH:6][C:5]([C:14]#[N:15])=[CH:4][C:3]=1[NH:16][C:17]1[N:22]=[C:21]([N:23]([CH:33]2[CH2:35][CH2:34]2)CC2C=CC(OC)=CC=2)[C:20]2=[N:36][CH:37]=[C:38]([C:39]#[N:40])[N:19]2[N:18]=1.Br[C:42]([CH3:47])([CH3:46])[C:43]([NH2:45])=[O:44].[I-].[Na+].C([O-])([O-])=O.[Cs+].[Cs+].C(O)(C(F)(F)F)=O.C1(OC)C=CC=CC=1. (3) Given the product [NH2:15][CH2:16][C:17]([O:13][C:1](=[O:14])[CH2:2][CH2:3][CH2:4][CH2:5][CH2:6][CH2:7][CH2:8][CH2:9][CH2:10][CH2:11][CH3:12])=[O:18], predict the reactants needed to synthesize it. The reactants are: [C:1]([OH:14])(=[O:13])[CH2:2][CH2:3][CH2:4][CH2:5][CH2:6][CH2:7][CH2:8][CH2:9][CH2:10][CH2:11][CH3:12].[NH2:15][CH2:16][C:17](O)=[O:18]. (4) Given the product [Cl:1][C:2]1[CH:7]=[C:6]2[C:5]([C:10]([CH:11]([CH3:13])[CH3:12])=[CH:9][NH:8]2)=[CH:4][CH:3]=1, predict the reactants needed to synthesize it. The reactants are: [Cl:1][C:2]1[CH:3]=[CH:4][C:5](I)=[C:6]([NH:8][CH2:9][CH:10]=[C:11]([CH3:13])[CH3:12])[CH:7]=1.C(N(CC)CC)C. (5) Given the product [Cl:34][C:24]1[CH:25]=[CH:26][C:27]([NH:28][C:29]([CH:31]2[CH2:32][CH2:33]2)=[O:30])=[C:22]2[C:23]=1[CH2:35][N:18]([C@@H:12]([C:6]1[CH:7]=[CH:8][C:9]([O:10][CH3:11])=[C:4]([O:3][CH2:1][CH3:2])[CH:5]=1)[CH2:13][S:14]([CH3:17])(=[O:16])=[O:15])[C:21]2=[O:20], predict the reactants needed to synthesize it. The reactants are: [CH2:1]([O:3][C:4]1[CH:5]=[C:6]([C@H:12]([NH2:18])[CH2:13][S:14]([CH3:17])(=[O:16])=[O:15])[CH:7]=[CH:8][C:9]=1[O:10][CH3:11])[CH3:2].C[O:20][C:21](=O)[C:22]1[C:27]([NH:28][C:29]([CH:31]2[CH2:33][CH2:32]2)=[O:30])=[CH:26][CH:25]=[C:24]([Cl:34])[C:23]=1[CH2:35]Br.C(N(CC)CC)C. (6) Given the product [CH2:1]([N:8]1[C:12]2[CH:13]=[C:14]([NH:27][CH2:26][CH:23]3[CH2:25][CH2:24]3)[C:15]3[N:16]([C:17]([CH3:20])=[N:18][N:19]=3)[C:11]=2[CH:10]=[C:9]1[CH3:22])[C:2]1[CH:7]=[CH:6][CH:5]=[CH:4][CH:3]=1, predict the reactants needed to synthesize it. The reactants are: [CH2:1]([N:8]1[C:12]2[CH:13]=[C:14](Cl)[C:15]3[N:16]([C:17]([CH3:20])=[N:18][N:19]=3)[C:11]=2[CH:10]=[C:9]1[CH3:22])[C:2]1[CH:7]=[CH:6][CH:5]=[CH:4][CH:3]=1.[CH:23]1([CH2:26][NH2:27])[CH2:25][CH2:24]1.C([O-])([O-])=O.[Cs+].[Cs+].O. (7) Given the product [Cl:10][C:8]1[N:7]=[CH:6][C:5]2[N:11]=[C:2]([NH:19][CH2:18][CH2:17][O:16][CH3:15])[N:3]([CH:12]([CH3:14])[CH3:13])[C:4]=2[CH:9]=1, predict the reactants needed to synthesize it. The reactants are: Cl[C:2]1[N:3]([CH:12]([CH3:14])[CH3:13])[C:4]2[CH:9]=[C:8]([Cl:10])[N:7]=[CH:6][C:5]=2[N:11]=1.[CH3:15][O:16][CH2:17][CH2:18][NH2:19]. (8) Given the product [C:28]([NH:27][CH2:26][CH2:25][NH:24][C:3]([C:5]1[N:6]=[CH:7][C:8]2[C:9](=[O:23])[N:10]([CH2:16][C:17]3[CH:22]=[CH:21][CH:20]=[CH:19][CH:18]=3)[CH:11]=[CH:12][C:13]=2[C:14]=1[OH:15])=[O:4])(=[O:30])[CH3:29], predict the reactants needed to synthesize it. The reactants are: CO[C:3]([C:5]1[N:6]=[CH:7][C:8]2[C:9](=[O:23])[N:10]([CH2:16][C:17]3[CH:22]=[CH:21][CH:20]=[CH:19][CH:18]=3)[CH:11]=[CH:12][C:13]=2[C:14]=1[OH:15])=[O:4].[NH2:24][CH2:25][CH2:26][NH:27][C:28](=[O:30])[CH3:29].CC(O)=O.O.